This data is from Catalyst prediction with 721,799 reactions and 888 catalyst types from USPTO. The task is: Predict which catalyst facilitates the given reaction. (1) Reactant: [NH2:1][C:2]1[CH:7]=[CH:6][CH:5]=[CH:4][C:3]=1[OH:8].N1C=CC=CC=1.[O:15]=[C:16]1[C:28]2[C:27]([C:29](Cl)=[O:30])=[CH:26][CH:25]=[CH:24][C:23]=2[C:22]2[C:17]1=[CH:18][CH:19]=[CH:20][CH:21]=2. Product: [OH:8][C:3]1[CH:4]=[CH:5][CH:6]=[CH:7][C:2]=1[NH:1][C:29]([C:27]1[C:28]2[C:16](=[O:15])[C:17]3[C:22](=[CH:21][CH:20]=[CH:19][CH:18]=3)[C:23]=2[CH:24]=[CH:25][CH:26]=1)=[O:30]. The catalyst class is: 6. (2) Reactant: [NH2:1][C:2]1[N:7]=[C:6]([C:8]2[CH:16]=[CH:15][C:11]3[O:12][CH2:13][O:14][C:10]=3[CH:9]=2)[C:5]([C:17]#[N:18])=[C:4](S(C)(=O)=O)[N:3]=1.[CH3:23][O:24][CH2:25][CH2:26][OH:27].C1CCN2C(=NCCC2)CC1. Product: [NH2:1][C:2]1[N:7]=[C:6]([C:8]2[CH:16]=[CH:15][C:11]3[O:12][CH2:13][O:14][C:10]=3[CH:9]=2)[C:5]([C:17]#[N:18])=[C:4]([O:27][CH2:26][CH2:25][O:24][CH3:23])[N:3]=1. The catalyst class is: 57. (3) Reactant: [C:1]([O:5][C:6]([NH:8][C:9]1[S:10][CH:11]=[C:12]([C:14]([O:16]C)=[O:15])[N:13]=1)=[O:7])([CH3:4])([CH3:3])[CH3:2].[OH-].[Li+].Cl. Product: [C:1]([O:5][C:6]([NH:8][C:9]1[S:10][CH:11]=[C:12]([C:14]([OH:16])=[O:15])[N:13]=1)=[O:7])([CH3:4])([CH3:2])[CH3:3]. The catalyst class is: 30. (4) Reactant: [F:1][C:2]1[CH:7]=[CH:6][C:5]([CH3:8])=[CH:4][C:3]=1[NH:9][C:10]([NH:12][C:13]1[CH:34]=[CH:33][C:16]([O:17][C:18]2[CH:23]=[CH:22][N:21]=[C:20]([C:24]3[NH:28][CH:27]=[C:26]([C:29]([O:31]C)=[O:30])[CH:25]=3)[CH:19]=2)=[CH:15][CH:14]=1)=[O:11].C1COCC1.CO.[OH-].[Na+].Cl. Product: [F:1][C:2]1[CH:7]=[CH:6][C:5]([CH3:8])=[CH:4][C:3]=1[NH:9][C:10]([NH:12][C:13]1[CH:14]=[CH:15][C:16]([O:17][C:18]2[CH:23]=[CH:22][N:21]=[C:20]([C:24]3[NH:28][CH:27]=[C:26]([C:29]([OH:31])=[O:30])[CH:25]=3)[CH:19]=2)=[CH:33][CH:34]=1)=[O:11]. The catalyst class is: 6. (5) Reactant: COC1C=CC(C[NH:8][S:9]([C:12]2[C:13](=[O:20])[NH:14][C:15](=[O:19])[NH:16][C:17]=2[CH3:18])(=[O:11])=[O:10])=CC=1. Product: [CH3:18][C:17]1[NH:16][C:15](=[O:19])[NH:14][C:13](=[O:20])[C:12]=1[S:9]([NH2:8])(=[O:11])=[O:10]. The catalyst class is: 67. (6) Reactant: C([O:3][C:4]([C:6]1[O:7][C:8]2[C:13]([C:14](=[O:16])[CH:15]=1)=[CH:12][C:11]([C:17]#[N:18])=[C:10]([Cl:19])[CH:9]=2)=[O:5])C.Cl. The catalyst class is: 15. Product: [Cl:19][C:10]1[CH:9]=[C:8]2[C:13]([C:14](=[O:16])[CH:15]=[C:6]([C:4]([OH:5])=[O:3])[O:7]2)=[CH:12][C:11]=1[C:17]#[N:18].